Dataset: Peptide-MHC class II binding affinity with 134,281 pairs from IEDB. Task: Regression. Given a peptide amino acid sequence and an MHC pseudo amino acid sequence, predict their binding affinity value. This is MHC class II binding data. (1) The peptide sequence is EMLQNIFAIFRQDSS. The MHC is DRB1_0901 with pseudo-sequence DRB1_0901. The binding affinity (normalized) is 0.151. (2) The peptide sequence is WLDAKSTWYGKPTGAGPKDN. The MHC is DRB1_1501 with pseudo-sequence DRB1_1501. The binding affinity (normalized) is 0.226. (3) The peptide sequence is AADLDAVAAFVESGR. The MHC is HLA-DQA10501-DQB10301 with pseudo-sequence HLA-DQA10501-DQB10301. The binding affinity (normalized) is 0.449. (4) The peptide sequence is AAFSKLPASTIDELK. The MHC is DRB1_1201 with pseudo-sequence DRB1_1201. The binding affinity (normalized) is 0.627. (5) The peptide sequence is PTPVNIIGRNMLTQIGC. The MHC is DRB1_0101 with pseudo-sequence DRB1_0101. The binding affinity (normalized) is 0.530. (6) The binding affinity (normalized) is 0.485. The peptide sequence is GSRSLTTLLRALGAQ. The MHC is DRB1_1501 with pseudo-sequence DRB1_1501. (7) The peptide sequence is AEHQAIISDVLTASD. The MHC is DRB1_0404 with pseudo-sequence DRB1_0404. The binding affinity (normalized) is 0.378. (8) The peptide sequence is LSQLQTYMIQFDQYI. The MHC is DRB1_1302 with pseudo-sequence DRB1_1302. The binding affinity (normalized) is 0.671.